From a dataset of Peptide-MHC class II binding affinity with 134,281 pairs from IEDB. Regression. Given a peptide amino acid sequence and an MHC pseudo amino acid sequence, predict their binding affinity value. This is MHC class II binding data. (1) The peptide sequence is GELQIVDKKDAAFKI. The MHC is DRB1_0404 with pseudo-sequence DRB1_0404. The binding affinity (normalized) is 0.277. (2) The peptide sequence is TQARAAAAAFEQAHA. The MHC is HLA-DQA10101-DQB10501 with pseudo-sequence HLA-DQA10101-DQB10501. The binding affinity (normalized) is 0.249. (3) The peptide sequence is KGVERLAVMGDVAWD. The MHC is DRB1_0101 with pseudo-sequence DRB1_0101. The binding affinity (normalized) is 0.287. (4) The peptide sequence is YDKFLANWSTVLTGK. The MHC is DRB1_0401 with pseudo-sequence DRB1_0401. The binding affinity (normalized) is 0.553. (5) The peptide sequence is QAYAATVAAAPQVKY. The MHC is DRB1_0701 with pseudo-sequence DRB1_0701. The binding affinity (normalized) is 0.655. (6) The peptide sequence is DHTNFKYNYSVIEGG. The MHC is HLA-DQA10301-DQB10302 with pseudo-sequence HLA-DQA10301-DQB10302. The binding affinity (normalized) is 0.266.